This data is from Reaction yield outcomes from USPTO patents with 853,638 reactions. The task is: Predict the reaction yield, written as a fraction of the theoretical maximum amount of product (1.0 means a 100% yield; for example, 0.34 means a 34% yield). (1) The reactants are C([O:8][C:9]([CH:11]1[CH2:16][O:15][C:14]([CH3:18])([CH3:17])[CH2:13][N:12]1CC1C=CC=CC=1)=[O:10])C1C=CC=CC=1. The catalyst is CC(O)=O.CO.[OH-].[OH-].[Pd+2]. The product is [CH3:17][C:14]1([CH3:18])[CH2:13][NH:12][CH:11]([C:9]([OH:10])=[O:8])[CH2:16][O:15]1. The yield is 0.950. (2) The reactants are [Cl-].O[NH3+:3].[C:4](=[O:7])([O-])[OH:5].[Na+].CS(C)=O.[CH2:13]([C:15]1[S:52][C:18]2[N:19]([CH2:36][C:37]3[CH:42]=[CH:41][C:40]([C:43]4[C:44]([C:50]#[N:51])=[C:45]([F:49])[CH:46]=[CH:47][CH:48]=4)=[CH:39][CH:38]=3)[C:20](=[O:35])[N:21]([CH2:24][C:25]([C:27]3[CH:32]=[CH:31][C:30]([O:33][CH3:34])=[CH:29][CH:28]=3)=[O:26])[C:22](=[O:23])[C:17]=2[CH:16]=1)[CH3:14]. The catalyst is C(Cl)(Cl)Cl. The product is [CH2:13]([C:15]1[S:52][C:18]2[N:19]([CH2:36][C:37]3[CH:42]=[CH:41][C:40]([C:43]4[CH:48]=[CH:47][CH:46]=[C:45]([F:49])[C:44]=4[C:50]4[NH:3][C:4](=[O:7])[O:5][N:51]=4)=[CH:39][CH:38]=3)[C:20](=[O:35])[N:21]([CH2:24][C:25]([C:27]3[CH:28]=[CH:29][C:30]([O:33][CH3:34])=[CH:31][CH:32]=3)=[O:26])[C:22](=[O:23])[C:17]=2[CH:16]=1)[CH3:14]. The yield is 0.510. (3) The reactants are C([N:4]([CH:7]([CH3:9])[CH3:8])[CH2:5][CH3:6])(C)C.Br[C:11]1[C:16]([CH2:17][CH3:18])=[C:15]([Br:19])[N:14]=[CH:13][N:12]=1.CC1[CH2:26][CH2:25][N:24](NC2C=CC=CN=2)[CH2:23][CH2:22]1.[C:34](=O)(O)[O-].[Na+].[CH3:39][N:40](C)C(=O)C. The catalyst is C(OCC)(=O)C.O. The product is [Br:19][C:15]1[C:16]([CH2:17][CH3:18])=[C:11]([N:24]2[CH2:25][CH2:26][CH:9]([C:7]3[C:8]([CH2:39][NH2:40])=[CH:34][CH:6]=[CH:5][N:4]=3)[CH2:22][CH2:23]2)[N:12]=[CH:13][N:14]=1. The yield is 0.840. (4) The reactants are [C:1]([O:9][C@H:10]1[C@H:14]([OH:15])[CH2:13][N:12]([C:16]([O:18][CH2:19][C:20]2[CH:25]=[CH:24][CH:23]=[CH:22][CH:21]=2)=[O:17])[C@@H:11]1[CH2:26]O)(=[O:8])[C:2]1[CH:7]=[CH:6][CH:5]=[CH:4][CH:3]=1.C(N(S(F)(F)[F:34])CC)C.C(=O)([O-])O.[Na+]. The catalyst is COCCOC. The product is [C:1]([O:9][C@H:10]1[C@H:14]([OH:15])[CH2:13][N:12]([C:16]([O:18][CH2:19][C:20]2[CH:25]=[CH:24][CH:23]=[CH:22][CH:21]=2)=[O:17])[C@H:11]1[CH2:26][F:34])(=[O:8])[C:2]1[CH:7]=[CH:6][CH:5]=[CH:4][CH:3]=1. The yield is 0.440. (5) The yield is 0.590. The product is [C:1]([C:5]1[CH:10]=[CH:9][C:8]([C:33]([NH:29][CH2:28][CH2:27][C:24]2[CH:25]=[CH:26][C:21]([F:20])=[CH:22][CH:23]=2)=[O:34])=[C:7]([Cl:19])[CH:6]=1)([CH3:2])([CH3:3])[CH3:4]. The catalyst is C([O-])(=O)C.[Pd+2].C([O-])(=O)C.C1C=CC(P(C2C=CC=CC=2)CCCP(C2C=CC=CC=2)C2C=CC=CC=2)=CC=1. The reactants are [C:1]([C:5]1[CH:10]=[CH:9][C:8](OS(C(F)(F)F)(=O)=O)=[C:7]([Cl:19])[CH:6]=1)([CH3:4])([CH3:3])[CH3:2].[F:20][C:21]1[CH:26]=[CH:25][C:24]([CH2:27][CH2:28][NH2:29])=[CH:23][CH:22]=1.CN([CH:33]=[O:34])C. (6) The reactants are C(O)[C@H]1O[C@H](O[C@]2(CO)O[C@H](CO)[C@@H](O)[C@@H]2O)[C@H](O)[C@@H](O)[C@@H]1O.[CH2:24]([O:26][C:27]([CH:29]1[C:33](=[O:34])[CH2:32][N:31]([C:35]([O:37][CH2:38][C:39]2[CH:44]=[CH:43][CH:42]=[CH:41][CH:40]=2)=[O:36])[CH2:30]1)=[O:28])[CH3:25]. The catalyst is O. The product is [CH2:24]([O:26][C:27]([CH:29]1[CH:33]([OH:34])[CH2:32][N:31]([C:35]([O:37][CH2:38][C:39]2[CH:40]=[CH:41][CH:42]=[CH:43][CH:44]=2)=[O:36])[CH2:30]1)=[O:28])[CH3:25]. The yield is 0.410. (7) The reactants are [C:1]1([N:7]([CH2:30][CH2:31][CH2:32][O:33][CH2:34][C:35]2[CH:40]=[CH:39][CH:38]=[CH:37][CH:36]=2)[C:8]([C:10]2[CH:29]=[CH:28][C:13]3[N:14]([CH3:27])[C:15]([CH2:17][NH:18][C:19]4[CH:24]=[CH:23][C:22]([C:25]#[N:26])=[CH:21][CH:20]=4)=[N:16][C:12]=3[CH:11]=2)=[O:9])[CH:6]=[CH:5][CH:4]=[CH:3][CH:2]=1.[ClH:41].C(O)C.C(=O)([O-])[O-].[NH4+:49].[NH4+]. The catalyst is ClCCl.C(O)C. The product is [ClH:41].[C:1]1([N:7]([CH2:30][CH2:31][CH2:32][O:33][CH2:34][C:35]2[CH:40]=[CH:39][CH:38]=[CH:37][CH:36]=2)[C:8]([C:10]2[CH:29]=[CH:28][C:13]3[N:14]([CH3:27])[C:15]([CH2:17][NH:18][C:19]4[CH:24]=[CH:23][C:22]([C:25](=[NH:49])[NH2:26])=[CH:21][CH:20]=4)=[N:16][C:12]=3[CH:11]=2)=[O:9])[CH:2]=[CH:3][CH:4]=[CH:5][CH:6]=1. The yield is 0.610. (8) The reactants are [CH3:1][C:2]1[O:6][N:5]=[C:4]([C:7]2[CH:12]=[CH:11][CH:10]=[CH:9][CH:8]=2)[C:3]=1[C:13]1[N:14]=[C:15]2[CH:20]=[CH:19][C:18]([NH2:21])=[CH:17][N:16]2[CH:22]=1.[N:23]1[CH:28]=[CH:27][CH:26]=[C:25]([CH2:29][C:30](O)=[O:31])[CH:24]=1. No catalyst specified. The product is [CH3:1][C:2]1[O:6][N:5]=[C:4]([C:7]2[CH:8]=[CH:9][CH:10]=[CH:11][CH:12]=2)[C:3]=1[C:13]1[N:14]=[C:15]2[CH:20]=[CH:19][C:18]([NH:21][C:30](=[O:31])[CH2:29][C:25]3[CH:24]=[N:23][CH:28]=[CH:27][CH:26]=3)=[CH:17][N:16]2[CH:22]=1. The yield is 0.420.